Dataset: Catalyst prediction with 721,799 reactions and 888 catalyst types from USPTO. Task: Predict which catalyst facilitates the given reaction. (1) Reactant: [CH2:1]([N:8]1[C:16]2[CH:15]=[CH:14]N[C:12](=[O:17])[C:11]=2[CH:10]=[C:9]1[CH3:18])[C:2]1[CH:7]=[CH:6][CH:5]=[CH:4][CH:3]=1.[H-].[Na+].[CH2:21](Br)[CH:22]=[CH2:23].[CH3:25]N(C)C=O. Product: [CH2:21]([O:17][C:12]1[CH:25]=[CH:14][CH:15]=[C:16]2[C:11]=1[CH:10]=[C:9]([CH3:18])[N:8]2[CH2:1][C:2]1[CH:7]=[CH:6][CH:5]=[CH:4][CH:3]=1)[CH:22]=[CH2:23]. The catalyst class is: 13. (2) Product: [N+:1]([C:4]1[CH:5]=[CH:6][C:7]([C@@H:10]([CH3:23])[CH2:11][NH2:12])=[CH:8][CH:9]=1)([O-:3])=[O:2]. The catalyst class is: 11. Reactant: [N+:1]([C:4]1[CH:9]=[CH:8][C:7]([C@@H:10]([CH3:23])[CH2:11][N:12]2C(=O)C3C(=CC=CC=3)C2=O)=[CH:6][CH:5]=1)([O-:3])=[O:2].NN. (3) Reactant: Br[C:2]1[CH:3]=[C:4]([N:8]2[C:12]3[C:13]4[CH:14]=[CH:15][CH:16]=[CH:17][C:18]=4[S:19](=[O:22])(=[O:21])[CH2:20][C:11]=3[C:10]([C:23]([N:25]3[CH2:30][CH2:29][O:28][CH2:27][CH2:26]3)=[O:24])=[N:9]2)[CH:5]=[CH:6][CH:7]=1.[Br-].[S:32]1[CH:36]=[CH:35][N:34]=[C:33]1[Zn+]. Product: [N:25]1([C:23]([C:10]2[C:11]3[CH2:20][S:19](=[O:22])(=[O:21])[C:18]4[CH:17]=[CH:16][CH:15]=[CH:14][C:13]=4[C:12]=3[N:8]([C:4]3[CH:5]=[CH:6][CH:7]=[C:2]([C:33]4[S:32][CH:36]=[CH:35][N:34]=4)[CH:3]=3)[N:9]=2)=[O:24])[CH2:30][CH2:29][O:28][CH2:27][CH2:26]1. The catalyst class is: 1. (4) Reactant: [F:1][C:2]([F:33])([F:32])[C:3]1[CH:8]=[CH:7][C:6]([NH:9][C:10](=[O:31])[NH:11][C:12]2[CH:17]=[CH:16][C:15]([CH:18]3[O:23][CH2:22][CH2:21][N:20](C(OC(C)(C)C)=O)[CH2:19]3)=[CH:14][CH:13]=2)=[CH:5][CH:4]=1.[ClH:34]. Product: [ClH:34].[NH:20]1[CH2:21][CH2:22][O:23][CH:18]([C:15]2[CH:16]=[CH:17][C:12]([NH:11][C:10]([NH:9][C:6]3[CH:7]=[CH:8][C:3]([C:2]([F:32])([F:33])[F:1])=[CH:4][CH:5]=3)=[O:31])=[CH:13][CH:14]=2)[CH2:19]1. The catalyst class is: 12. (5) Reactant: Cl[C:2]1[CH:7]=[C:6]([C:8]2[CH:13]=[CH:12][CH:11]=[C:10]([Cl:14])[C:9]=2[Cl:15])[N:5]=[C:4]([NH2:16])[N:3]=1.[CH:17]12[CH2:25][CH:21]3[CH2:22][CH:23]([CH2:24]1)[C:19]([NH2:26])([CH2:20]3)[CH2:18]2.C(N(CC)CC)C. Product: [Cl:15][C:9]1[C:10]([Cl:14])=[CH:11][CH:12]=[CH:13][C:8]=1[C:6]1[N:5]=[C:4]([NH2:16])[N:3]=[C:2]([NH:26][C:19]23[CH2:20][CH:21]4[CH2:25][CH:17]([CH2:24][CH:23]2[CH2:22]4)[CH2:18]3)[CH:7]=1. The catalyst class is: 114. (6) Reactant: [Cl:1][C:2]1[CH:7]=[CH:6][C:5]([N:8]2[C:12]([CH3:13])=[C:11]([C:14]([NH2:16])=[O:15])[N:10]=[C:9]2[C:17]2[CH:22]=[CH:21][C:20]([Cl:23])=[CH:19][C:18]=2[Cl:24])=[CH:4][CH:3]=1.C[Si]([N-][Si](C)(C)C)(C)C.[Na+].[CH2:35]([CH:37]([CH2:41][CH3:42])[C:38](Cl)=[O:39])[CH3:36].C([O-])(O)=O.[Na+]. Product: [Cl:1][C:2]1[CH:7]=[CH:6][C:5]([N:8]2[C:12]([CH3:13])=[C:11]([C:14]([NH:16][C:38](=[O:39])[CH:37]([CH2:41][CH3:42])[CH2:35][CH3:36])=[O:15])[N:10]=[C:9]2[C:17]2[CH:22]=[CH:21][C:20]([Cl:23])=[CH:19][C:18]=2[Cl:24])=[CH:4][CH:3]=1. The catalyst class is: 1. (7) Reactant: [F:1][C:2]1[CH:7]=[CH:6][C:5]([F:8])=[CH:4][C:3]=1[C:9]1[N:10]=[CH:11][O:12][C:13]=1[C:14]1[CH:15]=[CH:16][C:17]2[N:18]([C:20]([CH:23]([CH3:25])[CH3:24])=[N:21][N:22]=2)[CH:19]=1.[S:26](=O)(=[O:29])([OH:28])[OH:27]. Product: [C:3]1([CH3:9])[CH:4]=[CH:5][C:6]([S:26]([OH:29])(=[O:28])=[O:27])=[CH:7][CH:2]=1.[F:1][C:2]1[CH:7]=[CH:6][C:5]([F:8])=[CH:4][C:3]=1[C:9]1[N:10]=[CH:11][O:12][C:13]=1[C:14]1[CH:15]=[CH:16][C:17]2[N:18]([C:20]([CH:23]([CH3:25])[CH3:24])=[N:21][N:22]=2)[CH:19]=1. The catalyst class is: 21. (8) Reactant: [NH:1]1[CH2:6][CH2:5][CH:4]([C:7]2[CH:12]=[CH:11][C:10]([S:13]([NH:16][C:17]3[S:18][CH:19]=[CH:20][N:21]=3)(=[O:15])=[O:14])=[CH:9][CH:8]=2)[CH2:3][CH2:2]1.[Cl:22][C:23]1[CH:24]=[C:25]2[CH:31]=[CH:30][N:29]([CH2:32][C:33](O)=[O:34])[C:26]2=[N:27][CH:28]=1.CN(C(ON1N=NC2C=CC=NC1=2)=[N+](C)C)C.F[P-](F)(F)(F)(F)F.CCN(C(C)C)C(C)C. Product: [Cl:22][C:23]1[CH:24]=[C:25]2[CH:31]=[CH:30][N:29]([CH2:32][C:33]([N:1]3[CH2:2][CH2:3][CH:4]([C:7]4[CH:8]=[CH:9][C:10]([S:13]([NH:16][C:17]5[S:18][CH:19]=[CH:20][N:21]=5)(=[O:14])=[O:15])=[CH:11][CH:12]=4)[CH2:5][CH2:6]3)=[O:34])[C:26]2=[N:27][CH:28]=1. The catalyst class is: 1.